Dataset: Peptide-MHC class I binding affinity with 185,985 pairs from IEDB/IMGT. Task: Regression. Given a peptide amino acid sequence and an MHC pseudo amino acid sequence, predict their binding affinity value. This is MHC class I binding data. (1) The binding affinity (normalized) is 1.00. The MHC is Mamu-A01 with pseudo-sequence Mamu-A01. The peptide sequence is VSADPLASLL. (2) The peptide sequence is IPQSLDSYWTSL. The MHC is HLA-B27:05 with pseudo-sequence HLA-B27:05. The binding affinity (normalized) is 0. (3) The peptide sequence is IAMESIVIW. The MHC is HLA-B58:02 with pseudo-sequence HLA-B58:02. The binding affinity (normalized) is 0.321.